This data is from Forward reaction prediction with 1.9M reactions from USPTO patents (1976-2016). The task is: Predict the product of the given reaction. (1) Given the reactants [Cl:1][C:2]1[C:7]([C:8]([CH2:10][OH:11])=[CH2:9])=[CH:6][C:5]([C:12]#[N:13])=[CH:4][C:3]=1[NH:14][C:15](=[O:21])[O:16][C:17]([CH3:20])([CH3:19])[CH3:18], predict the reaction product. The product is: [Cl:1][C:2]1[C:7]([CH:8]([CH3:9])[CH2:10][OH:11])=[CH:6][C:5]([C:12]#[N:13])=[CH:4][C:3]=1[NH:14][C:15](=[O:21])[O:16][C:17]([CH3:20])([CH3:19])[CH3:18]. (2) Given the reactants [CH3:1][C:2]([CH3:21])([CH3:20])[C:3]([C:5]1[C:13]2[C:8](=[CH:9][C:10]([O:14][CH3:15])=[CH:11][CH:12]=2)[N:7]([CH2:16][C:17]([OH:19])=O)[N:6]=1)=[O:4].C1C=CC2N(O)N=NC=2C=1.[CH2:32]([C@H:35]1[CH2:39][CH2:38][C@@H:37]([CH2:40][CH2:41][CH3:42])[NH:36]1)[CH2:33][CH3:34].CCN(C(C)C)C(C)C, predict the reaction product. The product is: [CH2:32]([C@H:35]1[CH2:39][CH2:38][C@@H:37]([CH2:40][CH2:41][CH3:42])[N:36]1[C:17](=[O:19])[CH2:16][N:7]1[C:8]2[C:13](=[CH:12][CH:11]=[C:10]([O:14][CH3:15])[CH:9]=2)[C:5]([C:3](=[O:4])[C:2]([CH3:21])([CH3:1])[CH3:20])=[N:6]1)[CH2:33][CH3:34]. (3) Given the reactants [CH3:1][O:2][C:3]1[CH:8]=[C:7]([CH3:9])[C:6]([S:10]([N:13]([CH2:15][C:16]2[O:20][CH:19]=[C:18]([C:21]([OH:23])=O)[CH:17]=2)[CH3:14])(=[O:12])=[O:11])=[C:5]([CH3:24])[CH:4]=1.C1N=CN(C(N2C=NC=C2)=O)C=1.CCN(C(C)C)C(C)C.[CH3:46][NH:47][CH2:48][C:49]1[CH:54]=[CH:53][CH:52]=[C:51]([CH2:55][N:56]2[CH2:60][CH2:59][CH2:58][CH2:57]2)[CH:50]=1, predict the reaction product. The product is: [CH3:1][O:2][C:3]1[CH:4]=[C:5]([CH3:24])[C:6]([S:10]([N:13]([CH2:15][C:16]2[O:20][CH:19]=[C:18]([C:21]([N:47]([CH3:46])[CH2:48][C:49]3[CH:54]=[CH:53][CH:52]=[C:51]([CH2:55][N:56]4[CH2:60][CH2:59][CH2:58][CH2:57]4)[CH:50]=3)=[O:23])[CH:17]=2)[CH3:14])(=[O:12])=[O:11])=[C:7]([CH3:9])[CH:8]=1. (4) Given the reactants Cl.[CH3:2]OC(=O)[C@H](N)CCC.[CH2:11]([C@@H:13]1[CH2:18][NH:17][C@@H:16]([CH3:19])[CH2:15][N:14]1[CH2:20][C:21]1[CH:26]=[CH:25][C:24]([O:27][CH3:28])=[CH:23][CH:22]=1)[CH3:12], predict the reaction product. The product is: [CH3:28][O:27][C:24]1[CH:23]=[CH:22][C:21]([CH2:20][N:14]2[CH2:15][C@H:16]([CH3:19])[NH:17][CH2:18][C@H:13]2[CH2:11][CH2:12][CH3:2])=[CH:26][CH:25]=1. (5) The product is: [Br:1][C:2]1[CH:13]=[C:6]([C:7](=[O:8])[CH3:16])[C:5]([O:14][CH3:15])=[N:4][CH:3]=1. Given the reactants [Br:1][C:2]1[CH:3]=[N:4][C:5]([O:14][CH3:15])=[C:6]([CH:13]=1)[C:7](N(OC)C)=[O:8].[CH3:16][Mg+].[Br-].[NH4+].[Cl-], predict the reaction product. (6) The product is: [Cl:28][C:21]1[CH:20]=[C:19](/[CH:18]=[C:14]2/[C:15](=[O:17])[N:16]3[CH:8]=[C:7]([C:3]4[CH:2]=[C:1]([CH3:10])[CH:6]=[CH:5][CH:4]=4)[N:11]=[C:12]3[S:13]/2)[CH:24]=[C:23]([O:25][CH3:26])[C:22]=1[OH:27]. Given the reactants [C:1]1([CH3:10])[CH:6]=[CH:5][CH:4]=[C:3]([C:7](=O)[CH3:8])[CH:2]=1.[NH2:11][C:12]1[S:13]/[C:14](=[CH:18]\[C:19]2[CH:24]=[C:23]([O:25][CH3:26])[C:22]([OH:27])=[C:21]([Cl:28])[CH:20]=2)/[C:15](=[O:17])[N:16]=1, predict the reaction product. (7) Given the reactants C(OC([N:8]1[CH2:13][CH2:12][C:11]2[N:14]([CH3:28])[C:15]([C:17]3[CH:22]=[CH:21][N:20]=[C:19]([N:23]([C:25](=[O:27])[CH3:26])[CH3:24])[N:18]=3)=[CH:16][C:10]=2[C:9]1=[O:29])=O)(C)(C)C.C(O)(C(F)(F)F)=O, predict the reaction product. The product is: [CH3:24][N:23]([C:19]1[N:18]=[C:17]([C:15]2[N:14]([CH3:28])[C:11]3[CH2:12][CH2:13][NH:8][C:9](=[O:29])[C:10]=3[CH:16]=2)[CH:22]=[CH:21][N:20]=1)[C:25](=[O:27])[CH3:26]. (8) Given the reactants [Cl:1][C:2]1[CH:7]=[CH:6][CH:5]=[C:4]([Cl:8])[C:3]=1[C:9]#[C:10][Si](C)(C)C.C(=O)([O-])[O-].[K+].[K+], predict the reaction product. The product is: [Cl:1][C:2]1[CH:7]=[CH:6][CH:5]=[C:4]([Cl:8])[C:3]=1[C:9]#[CH:10]. (9) Given the reactants [C:1]([C:3]1[CH:4]=[C:5]([CH:33]=[CH:34][CH:35]=1)[C:6]([NH:8][C:9]1[C:10]([CH3:32])=[C:11]2[C:17]([CH:18]3[CH2:23][CH2:22][N:21](C(OC(C)(C)C)=O)[CH2:20][CH2:19]3)=[CH:16][N:15]([CH3:31])[C:12]2=[N:13][CH:14]=1)=[O:7])#[N:2].Cl.O1CCOCC1, predict the reaction product. The product is: [C:1]([C:3]1[CH:4]=[C:5]([CH:33]=[CH:34][CH:35]=1)[C:6]([NH:8][C:9]1[C:10]([CH3:32])=[C:11]2[C:17]([CH:18]3[CH2:19][CH2:20][NH:21][CH2:22][CH2:23]3)=[CH:16][N:15]([CH3:31])[C:12]2=[N:13][CH:14]=1)=[O:7])#[N:2]. (10) Given the reactants [Br:1][C:2]1[CH:7]=[CH:6][C:5](I)=[CH:4][C:3]=1[F:9].CC1(C)C(C)(C)OB([C:18]2[CH:23]=[CH:22][C:21]([CH2:24][CH2:25][CH2:26][OH:27])=[CH:20][CH:19]=2)O1.CCOCC, predict the reaction product. The product is: [Br:1][C:2]1[CH:7]=[CH:6][C:5]([C:18]2[CH:23]=[CH:22][C:21]([CH2:24][CH2:25][CH2:26][OH:27])=[CH:20][CH:19]=2)=[CH:4][C:3]=1[F:9].